Predict which catalyst facilitates the given reaction. From a dataset of Catalyst prediction with 721,799 reactions and 888 catalyst types from USPTO. Reactant: [C:1]([NH:8][C@H:9]([CH2:15][CH2:16][CH2:17][CH2:18][CH2:19][CH:20]=[CH2:21])[C:10]([O:12]CC)=[O:11])([O:3][C:4]([CH3:7])([CH3:6])[CH3:5])=[O:2].O[Li].O. Product: [C:1]([NH:8][C@H:9]([CH2:15][CH2:16][CH2:17][CH2:18][CH2:19][CH:20]=[CH2:21])[C:10]([OH:12])=[O:11])([O:3][C:4]([CH3:6])([CH3:7])[CH3:5])=[O:2]. The catalyst class is: 24.